This data is from Catalyst prediction with 721,799 reactions and 888 catalyst types from USPTO. The task is: Predict which catalyst facilitates the given reaction. (1) Reactant: [NH:1]1[CH2:6][CH2:5][O:4][CH2:3][CH2:2]1.[Br:7][C:8]1[CH:13]=[CH:12][C:11]([S:14](Cl)(=[O:16])=[O:15])=[C:10]([C:18]([F:21])([F:20])[F:19])[CH:9]=1.O. Product: [Br:7][C:8]1[CH:13]=[CH:12][C:11]([S:14]([N:1]2[CH2:6][CH2:5][O:4][CH2:3][CH2:2]2)(=[O:15])=[O:16])=[C:10]([C:18]([F:21])([F:19])[F:20])[CH:9]=1. The catalyst class is: 2. (2) Reactant: Br[C:2]1[S:6][C:5]([CH3:7])=[C:4]([CH:8]2[O:12][CH2:11][CH2:10][O:9]2)[CH:3]=1.[CH3:13][O:14][C:15]1[CH:20]=[CH:19][C:18](B(O)O)=[CH:17][N:16]=1.C(=O)([O-])[O-].[Na+].[Na+].COCCOC. Product: [O:9]1[CH2:10][CH2:11][O:12][CH:8]1[C:4]1[CH:3]=[C:2]([C:18]2[CH:19]=[CH:20][C:15]([O:14][CH3:13])=[N:16][CH:17]=2)[S:6][C:5]=1[CH3:7]. The catalyst class is: 103. (3) Reactant: [C:1]1([N:7]2[CH2:12][CH2:11][N:10]([CH2:13][CH2:14][NH2:15])[CH2:9][CH2:8]2)[CH:6]=[CH:5][CH:4]=[CH:3][CH:2]=1.CCN(CC)CC.[N+:23]([C:26]1[CH:31]=[CH:30][C:29]([CH2:32][C:33](Cl)=[O:34])=[CH:28][CH:27]=1)([O-:25])=[O:24]. Product: [N+:23]([C:26]1[CH:27]=[CH:28][C:29]([CH2:32][C:33]([NH:15][CH2:14][CH2:13][N:10]2[CH2:9][CH2:8][N:7]([C:1]3[CH:2]=[CH:3][CH:4]=[CH:5][CH:6]=3)[CH2:12][CH2:11]2)=[O:34])=[CH:30][CH:31]=1)([O-:25])=[O:24]. The catalyst class is: 2. (4) Reactant: F[C:2]1[N:7]=[CH:6][C:5]([C:8]2[C:17]3[CH2:16][CH2:15][CH2:14][CH2:13][C:12]=3[N:11]=[C:10]([O:18][CH2:19][C:20]3[CH:25]=[CH:24][CH:23]=[CH:22][N:21]=3)[CH:9]=2)=[CH:4][N:3]=1.C([OH:30])(C)(C)C.[OH-].[Na+].[Cl-].[NH4+]. Product: [N:21]1[CH:22]=[CH:23][CH:24]=[CH:25][C:20]=1[CH2:19][O:18][C:10]1[CH:9]=[C:8]([C:5]2[CH:4]=[N:3][C:2]([OH:30])=[N:7][CH:6]=2)[C:17]2[CH2:16][CH2:15][CH2:14][CH2:13][C:12]=2[N:11]=1. The catalyst class is: 408. (5) Reactant: [Si]([O:8][C:9]1[CH:10]=[C:11]([CH:16]=[CH:17][C:18]=1[O:19][Si](C(C)(C)C)(C)C)[CH:12]=[CH:13][CH2:14][OH:15])(C(C)(C)C)(C)C.Cl. Product: [OH:8][C:9]1[CH:10]=[C:11]([CH:16]=[CH:17][C:18]=1[OH:19])[CH:12]=[CH:13][CH:14]=[O:15]. The catalyst class is: 177. (6) Reactant: [F:1][C:2]1[CH:27]=[CH:26][C:5]([O:6][CH2:7][C:8]2[N:9]=[C:10]3[S:17][C:16]([CH3:18])=[C:15]([CH2:19][CH2:20][C:21](OCC)=[O:22])[N:11]3[C:12](=[O:14])[CH:13]=2)=[CH:4][CH:3]=1.[BH4-].[Li+]. Product: [F:1][C:2]1[CH:3]=[CH:4][C:5]([O:6][CH2:7][C:8]2[N:9]=[C:10]3[S:17][C:16]([CH3:18])=[C:15]([CH2:19][CH2:20][CH2:21][OH:22])[N:11]3[C:12](=[O:14])[CH:13]=2)=[CH:26][CH:27]=1. The catalyst class is: 83. (7) Reactant: Br[CH2:2][CH2:3][O:4][CH2:5][CH2:6][O:7][CH2:8][CH2:9][O:10][CH2:11][CH2:12][O:13][C:14]1[C:15]([O:25][CH2:26][CH2:27][O:28][CH3:29])=[CH:16][C:17]([N+:22]([O-:24])=[O:23])=[C:18]([CH:21]=1)[C:19]#[N:20].[C:30]([O-:33])([O-])=O.[K+].[K+].[CH3:36][C:37](=O)[O:38][CH2:39][CH3:40]. Product: [C:19]([C:18]1[C:17]([N+:22]([O-:24])=[O:23])=[CH:16][C:15]([O:25][CH2:26][CH2:27][O:28][CH3:29])=[C:14]([CH:21]=1)[O:13][CH2:12][CH2:11][O:10][CH2:9][CH2:8][O:7][CH2:6][CH2:5][O:4][CH2:3][CH2:2][O:25][C:15]1[C:37]([O:38][CH2:39][CH2:40][O:33][CH3:30])=[CH:36][C:18]([C:19]#[N:20])=[C:17]([N+:22]([O-:24])=[O:23])[CH:16]=1)#[N:20]. The catalyst class is: 18.